From a dataset of Cav3 T-type calcium channel HTS with 100,875 compounds. Binary Classification. Given a drug SMILES string, predict its activity (active/inactive) in a high-throughput screening assay against a specified biological target. The drug is Fc1ccc(Cn2c(=O)[nH]c(N3CCN(CC3)Cc3ccccc3)cc2=O)cc1. The result is 0 (inactive).